Dataset: Forward reaction prediction with 1.9M reactions from USPTO patents (1976-2016). Task: Predict the product of the given reaction. (1) Given the reactants [CH3:1][N:2]([CH3:18])[S:3]([N:6]1[C:10]([CH:11](O)[C:12]2[S:13][CH:14]=[CH:15][CH:16]=2)=[CH:9][N:8]=[CH:7]1)(=[O:5])=[O:4].CO, predict the reaction product. The product is: [CH3:18][N:2]([CH3:1])[S:3]([N:6]1[C:10]([CH2:11][C:12]2[S:13][CH:14]=[CH:15][CH:16]=2)=[CH:9][N:8]=[CH:7]1)(=[O:5])=[O:4]. (2) Given the reactants [CH3:1][O:2][C:3]1[C:10]([O:11][CH3:12])=[C:9]([O:13][CH3:14])[CH:8]=[CH:7][C:4]=1[CH:5]=O.[O:15]=[C:16]([CH:23]=P(C1C=CC=CC=1)(C1C=CC=CC=1)C1C=CC=CC=1)[CH2:17][C:18]([O:20][CH2:21][CH3:22])=[O:19], predict the reaction product. The product is: [O:15]=[C:16](/[CH:23]=[CH:5]/[C:4]1[CH:7]=[CH:8][C:9]([O:13][CH3:14])=[C:10]([O:11][CH3:12])[C:3]=1[O:2][CH3:1])[CH2:17][C:18]([O:20][CH2:21][CH3:22])=[O:19]. (3) The product is: [CH3:14][Si:15]([C:18]#[C:19][C:9]1[S:10][CH:11]=[CH:12][N:13]=1)([CH3:17])[CH3:16]. Given the reactants C(NC(C)C)(C)C.I[C:9]1[S:10][CH:11]=[CH:12][N:13]=1.[CH3:14][Si:15]([C:18]#[CH:19])([CH3:17])[CH3:16], predict the reaction product. (4) Given the reactants C([O:8][CH2:9][C:10]([NH:12][C:13]1[C:14]([O:33][CH3:34])=[C:15]([NH:23][C:24](=[O:32])[O:25][C:26]2[CH:31]=[CH:30][CH:29]=[CH:28][CH:27]=2)[CH:16]=[C:17]([C:19]([CH3:22])([CH3:21])[CH3:20])[CH:18]=1)=[O:11])C1C=CC=CC=1, predict the reaction product. The product is: [C:19]([C:17]1[CH:18]=[C:13]([NH:12][C:10](=[O:11])[CH2:9][OH:8])[C:14]([O:33][CH3:34])=[C:15]([NH:23][C:24](=[O:32])[O:25][C:26]2[CH:31]=[CH:30][CH:29]=[CH:28][CH:27]=2)[CH:16]=1)([CH3:22])([CH3:20])[CH3:21]. (5) Given the reactants Cl[C:2]1[N:7]=[C:6]([NH2:8])[CH:5]=[CH:4][N:3]=1.[CH3:9]CN(C(C)C)C(C)C.BrC1[C:28]2[C:23](=[CH:24][CH:25]=[C:26](OC)[N:27]=2)[N:22]=[CH:21]C=1N, predict the reaction product. The product is: [CH3:9][N:22]1[CH2:21][CH2:26][N:27]([C:2]2[N:7]=[C:6]([NH2:8])[CH:5]=[CH:4][N:3]=2)[CH2:28][C:23]21[CH2:24][CH2:25]2. (6) Given the reactants [C:1]1([C:7]2[C:12]([C:13]3[CH:18]=[CH:17][CH:16]=[CH:15][CH:14]=3)=[CH:11][N:10]=[C:9]([S:19][CH2:20][CH2:21][CH2:22][CH2:23][CH2:24][CH:25]3[CH2:27][CH:26]3[C:28]([O:30]C(C)(C)C)=[O:29])[N:8]=2)[CH:6]=[CH:5][CH:4]=[CH:3][CH:2]=1, predict the reaction product. The product is: [C:1]1([C:7]2[C:12]([C:13]3[CH:18]=[CH:17][CH:16]=[CH:15][CH:14]=3)=[CH:11][N:10]=[C:9]([S:19][CH2:20][CH2:21][CH2:22][CH2:23][CH2:24][CH:25]3[CH2:27][CH:26]3[C:28]([OH:30])=[O:29])[N:8]=2)[CH:2]=[CH:3][CH:4]=[CH:5][CH:6]=1.